This data is from Catalyst prediction with 721,799 reactions and 888 catalyst types from USPTO. The task is: Predict which catalyst facilitates the given reaction. (1) Reactant: [CH3:1][C:2]1[CH:3]=[C:4]2[C:8](=[CH:9][CH:10]=1)[NH:7][C:6](=[O:11])[C:5]2=[O:12].[C:13]([O-])([O-])=O.[K+].[K+].C([O:22][CH2:23][CH3:24])(=O)C. Product: [OH:12][C:5]1([CH2:13][C:23](=[O:22])[CH3:24])[C:4]2[C:8](=[CH:9][CH:10]=[C:2]([CH3:1])[CH:3]=2)[NH:7][C:6]1=[O:11]. The catalyst class is: 21. (2) Product: [CH3:24][N:25]([CH:27]=[C:14]1[C:13]([C:5]2[CH:6]=[C:7]([O:11][CH3:12])[C:8]([O:9][CH3:10])=[C:3]([O:2][CH3:1])[CH:4]=2)=[N:17][NH:16][C:15]1=[O:18])[CH3:26]. The catalyst class is: 10. Reactant: [CH3:1][O:2][C:3]1[CH:4]=[C:5]([C:13]2[CH2:14][C:15](=[O:18])[NH:16][N:17]=2)[CH:6]=[C:7]([O:11][CH3:12])[C:8]=1[O:9][CH3:10].C(O[CH:24](N(C)C)[N:25]([CH3:27])[CH3:26])(C)(C)C. (3) Reactant: S([CH2:11][N+:12]#[C-:13])(C1C=CC(C)=CC=1)(=O)=O.[N:14]1[CH:19]=[CH:18][CH:17]=[CH:16][C:15]=1[CH:20]=O.[C-]#N.[Na+].O1CC[N:27]=C1. Product: [NH:12]1[CH:13]=[C:20]([C:15]2[CH:16]=[CH:17][CH:18]=[CH:19][N:14]=2)[N:27]=[CH:11]1. The catalyst class is: 8. (4) Reactant: [CH2:1]([OH:7])[CH2:2][O:3][CH2:4][CH2:5][OH:6].[H-].[Na+].Cl[C:11]1[C:16]([C:17]#[C:18][C:19]2[CH:24]=[CH:23][C:22]([Cl:25])=[CH:21][CH:20]=2)=[CH:15][N:14]=[C:13]([NH:26]C=O)[N:12]=1. Product: [NH2:26][C:13]1[N:14]=[C:15]([O:7][CH2:1][CH2:2][O:3][CH2:4][CH2:5][OH:6])[C:16]([C:17]#[C:18][C:19]2[CH:24]=[CH:23][C:22]([Cl:25])=[CH:21][CH:20]=2)=[CH:11][N:12]=1. The catalyst class is: 7. (5) Reactant: [Br:1][C:2]1[CH:7]=[CH:6][C:5]([NH:8][C:9](=[O:26])[C:10]2[CH:15]=[C:14]([N+:16]([O-])=O)[CH:13]=[CH:12][C:11]=2[N:19]2[CH2:24][CH2:23][CH:22]([CH3:25])[CH2:21][CH2:20]2)=[CH:4][CH:3]=1.CC1C(O)=C(C=O)C(COP(O)(O)=O)=CN=1.O. Product: [Br:1][C:2]1[CH:7]=[CH:6][C:5]([NH:8][C:9](=[O:26])[C:10]2[CH:15]=[C:14]([NH2:16])[CH:13]=[CH:12][C:11]=2[N:19]2[CH2:20][CH2:21][CH:22]([CH3:25])[CH2:23][CH2:24]2)=[CH:4][CH:3]=1. The catalyst class is: 446. (6) Reactant: [CH:1]1[C:11]2[C:10]3[CH2:12][CH2:13][CH:14]=[CH:15][C:9]=3[CH:8]=[CH:7][C:6](=[CH:16][C:17]([NH:19][CH2:20][CH2:21][CH2:22][CH2:23][CH2:24][C:25]([OH:27])=O)=[O:18])[C:5]=2[CH:4]=[CH:3][CH:2]=1.C(N(CC)CC)C.ClC(OCC)=O.[NH2:41][OH:42]. Product: [CH:1]1[C:11]2[C:10]3[CH2:12][CH2:13][CH:14]=[CH:15][C:9]=3[CH:8]=[CH:7][C:6](=[CH:16][C:17]([NH:19][CH2:20][CH2:21][CH2:22][CH2:23][CH2:24][C:25]([NH:41][OH:42])=[O:27])=[O:18])[C:5]=2[CH:4]=[CH:3][CH:2]=1. The catalyst class is: 650.